Task: Predict the reactants needed to synthesize the given product.. Dataset: Full USPTO retrosynthesis dataset with 1.9M reactions from patents (1976-2016) (1) Given the product [Cl:52][C:53]1[CH:58]=[CH:57][C:56]([NH:59][C:60](=[O:61])[NH:32][C:33]2[CH:34]=[CH:35][C:36]([C:39]3[O:43][C:42]([CH2:44][C:45]([CH3:51])([CH3:50])[C:46]([O:48][CH3:49])=[O:47])=[N:41][CH:40]=3)=[CH:37][CH:38]=2)=[C:55]([O:62][C:63]2[CH:64]=[CH:65][CH:66]=[CH:67][CH:68]=2)[CH:54]=1, predict the reactants needed to synthesize it. The reactants are: FC(F)(F)C1C=C(NC(=O)NC2C=CC(C3SC(CCC(OC)=O)=NC=3)=CC=2)C=CC=1.[NH2:32][C:33]1[CH:38]=[CH:37][C:36]([C:39]2[O:43][C:42]([CH2:44][C:45]([CH3:51])([CH3:50])[C:46]([O:48][CH3:49])=[O:47])=[N:41][CH:40]=2)=[CH:35][CH:34]=1.[Cl:52][C:53]1[CH:58]=[CH:57][C:56]([N:59]=[C:60]=[O:61])=[C:55]([O:62][C:63]2[CH:68]=[CH:67][CH:66]=[CH:65][CH:64]=2)[CH:54]=1. (2) Given the product [CH2:1]([O:8][C:9](=[O:26])[C:10]([O:12][C:13]1[CH:18]=[CH:17][CH:16]=[C:15]([CH:19]2[CH2:24][CH2:23][CH2:22][N:21]([C:36](=[O:37])[CH:35]=[CH:34][C:33]3[CH:39]=[CH:40][C:30]([CH:27]([CH3:28])[CH3:29])=[CH:31][CH:32]=3)[CH2:20]2)[CH:14]=1)([CH3:11])[CH3:25])[C:2]1[CH:7]=[CH:6][CH:5]=[CH:4][CH:3]=1, predict the reactants needed to synthesize it. The reactants are: [CH2:1]([O:8][C:9](=[O:26])[C:10]([CH3:25])([O:12][C:13]1[CH:18]=[CH:17][CH:16]=[C:15]([CH:19]2[CH2:24][CH2:23][CH2:22][NH:21][CH2:20]2)[CH:14]=1)[CH3:11])[C:2]1[CH:7]=[CH:6][CH:5]=[CH:4][CH:3]=1.[CH:27]([C:30]1[CH:40]=[CH:39][C:33](/[CH:34]=[CH:35]/[C:36](O)=[O:37])=[CH:32][CH:31]=1)([CH3:29])[CH3:28].Cl.CN(C)CCCN=C=NCC. (3) The reactants are: Cl.[CH3:2][O:3][C:4]1[CH:27]=[CH:26][C:7]([C:8]([CH:10]2[CH2:15][CH2:14][N:13]([CH:16]3[CH2:20][CH2:19][N:18]([CH2:21][C:22](=[NH:24])[NH2:23])[C:17]3=[O:25])[CH2:12][CH2:11]2)=[O:9])=[CH:6][CH:5]=1.O=[C:29]1[CH2:33][CH2:32][CH2:31][CH:30]1[C:34](OC)=[O:35].[O-]CC.[Na+]. Given the product [CH3:2][O:3][C:4]1[CH:5]=[CH:6][C:7]([C:8]([CH:10]2[CH2:15][CH2:14][N:13]([CH:16]3[CH2:20][CH2:19][N:18]([CH2:21][C:22]4[NH:23][C:34](=[O:35])[C:30]5[CH2:31][CH2:32][CH2:33][C:29]=5[N:24]=4)[C:17]3=[O:25])[CH2:12][CH2:11]2)=[O:9])=[CH:26][CH:27]=1, predict the reactants needed to synthesize it. (4) Given the product [Cl:27][C:28]1[CH:29]=[C:30]2[C:31](=[CH:37][C:38]=1[Cl:39])[C:32](=[O:33])[N:23]([C:22]1[CH:24]=[CH:25][CH:26]=[C:20]([CH2:19][CH2:18][N:15]3[CH2:14][CH2:13][N:12]([C:8]4[CH:7]=[CH:6][CH:5]=[C:4]5[C:9]=4[CH:10]=[CH:11][C:2]([CH3:1])=[N:3]5)[CH2:17][CH2:16]3)[CH:21]=1)[C:34]2=[O:35], predict the reactants needed to synthesize it. The reactants are: [CH3:1][C:2]1[CH:11]=[CH:10][C:9]2[C:4](=[CH:5][CH:6]=[CH:7][C:8]=2[N:12]2[CH2:17][CH2:16][N:15]([CH2:18][CH2:19][C:20]3[CH:21]=[C:22]([CH:24]=[CH:25][CH:26]=3)[NH2:23])[CH2:14][CH2:13]2)[N:3]=1.[Cl:27][C:28]1[C:38]([Cl:39])=[CH:37][C:31]2[C:32](=O)[O:33][C:34](=[O:35])[C:30]=2[CH:29]=1. (5) Given the product [Cl:8][C:6]1[C:5]([C:9]([F:12])([F:11])[F:10])=[CH:4][N:3]=[C:2]([N:21]2[CH2:20][CH2:19][N:18]3[C:22]4[CH:28]=[C:27]([S:29]([CH3:32])(=[O:30])=[O:31])[C:26]([C:33]([O:35][CH3:36])=[O:34])=[CH:25][C:23]=4[N:24]=[C:17]3[C@H:16]2[CH:13]([CH3:15])[CH3:14])[N:7]=1, predict the reactants needed to synthesize it. The reactants are: Cl[C:2]1[N:7]=[C:6]([Cl:8])[C:5]([C:9]([F:12])([F:11])[F:10])=[CH:4][N:3]=1.[CH:13]([C@H:16]1[NH:21][CH2:20][CH2:19][N:18]2[C:22]3[CH:28]=[C:27]([S:29]([CH3:32])(=[O:31])=[O:30])[C:26]([C:33]([O:35][CH3:36])=[O:34])=[CH:25][C:23]=3[N:24]=[C:17]12)([CH3:15])[CH3:14]. (6) The reactants are: [C:1]1([CH:7]2[CH2:12][CH:11]([NH:13][C@@H:14]3[CH2:16][C@H:15]3[C:17]3[CH:22]=[CH:21][C:20]([NH:23][C:24](=[O:35])[C:25]4[CH:30]=[CH:29][CH:28]=[C:27]([C:31]([F:34])([F:33])[F:32])[CH:26]=4)=[CH:19][CH:18]=3)[CH2:10][CH2:9][N:8]2C(OC(C)(C)C)=O)[CH:6]=[CH:5][CH:4]=[CH:3][CH:2]=1.[ClH:43].COC1CCCC1. Given the product [ClH:43].[ClH:43].[C:1]1([CH:7]2[CH2:12][CH:11]([NH:13][C@@H:14]3[CH2:16][C@H:15]3[C:17]3[CH:22]=[CH:21][C:20]([NH:23][C:24](=[O:35])[C:25]4[CH:30]=[CH:29][CH:28]=[C:27]([C:31]([F:32])([F:33])[F:34])[CH:26]=4)=[CH:19][CH:18]=3)[CH2:10][CH2:9][NH:8]2)[CH:6]=[CH:5][CH:4]=[CH:3][CH:2]=1, predict the reactants needed to synthesize it. (7) The reactants are: [CH2:1]([C:3]1[CH:4]=[C:5]([CH:9]=[C:10]([CH3:12])[N:11]=1)[C:6]([OH:8])=O)[CH3:2].[C:13]([O:17][C:18]([NH:20][NH2:21])=[O:19])([CH3:16])([CH3:15])[CH3:14].CCN(C(C)C)C(C)C.CN(C(ON1N=NC2C=CC=CC1=2)=[N+](C)C)C.[B-](F)(F)(F)F. Given the product [C:13]([O:17][C:18]([NH:20][NH:21][C:6]([C:5]1[CH:9]=[C:10]([CH3:12])[N:11]=[C:3]([CH2:1][CH3:2])[CH:4]=1)=[O:8])=[O:19])([CH3:16])([CH3:15])[CH3:14], predict the reactants needed to synthesize it. (8) Given the product [O:3]=[C:4]1[CH2:8][CH2:7][CH2:6][N:5]1[CH:9]([CH2:14][CH:15]=[CH2:16])[C:10]([OH:12])=[O:11], predict the reactants needed to synthesize it. The reactants are: [Li+].[OH-].[O:3]=[C:4]1[CH2:8][CH2:7][CH2:6][N:5]1[CH:9]([CH2:14][CH:15]=[CH2:16])[C:10]([O:12]C)=[O:11].Cl. (9) Given the product [CH3:1][C:2]1[CH:7]=[C:6]([CH3:8])[N:5]=[C:4]([S:9][C:10]2[CH:15]=[CH:14][C:13]([O:16][C:19](=[O:20])[N:18]([CH3:17])[C:22]3[CH:27]=[CH:26][CH:25]=[CH:24][CH:23]=3)=[CH:12][CH:11]=2)[N:3]=1, predict the reactants needed to synthesize it. The reactants are: [CH3:1][C:2]1[CH:7]=[C:6]([CH3:8])[N:5]=[C:4]([S:9][C:10]2[CH:15]=[CH:14][C:13]([OH:16])=[CH:12][CH:11]=2)[N:3]=1.[CH3:17][N:18]([C:22]1[CH:27]=[CH:26][CH:25]=[CH:24][CH:23]=1)[C:19](Cl)=[O:20].